This data is from Forward reaction prediction with 1.9M reactions from USPTO patents (1976-2016). The task is: Predict the product of the given reaction. (1) Given the reactants [Br:1][C:2]1[C:11]2[C:6](=[C:7]([C:14]#[N:15])[CH:8]=[C:9]([O:12]C)[CH:10]=2)[C:5](=[O:16])[N:4]([C:17]2[CH:22]=[CH:21][C:20]([O:23]C)=[CH:19][CH:18]=2)[CH:3]=1.B(Br)(Br)Br, predict the reaction product. The product is: [Br:1][C:2]1[C:11]2[C:6](=[C:7]([C:14]#[N:15])[CH:8]=[C:9]([OH:12])[CH:10]=2)[C:5](=[O:16])[N:4]([C:17]2[CH:22]=[CH:21][C:20]([OH:23])=[CH:19][CH:18]=2)[CH:3]=1. (2) Given the reactants [C:1]([C:5]1[CH:6]=[C:7]([NH:11][C:12](=[O:25])[C:13]2[CH:18]=[CH:17][C:16]([N:19]3[CH2:24][CH2:23][NH:22][CH2:21][CH2:20]3)=[N:15][CH:14]=2)[CH:8]=[CH:9][CH:10]=1)([CH3:4])([CH3:3])[CH3:2].Br[C:27]1[CH:32]=[CH:31][C:30]([CH2:33][C:34]([OH:36])=[O:35])=[CH:29][CH:28]=1.C(C1C=C(NC(C2C=CC(N3CCN(C4C=CC(C(O)=O)=CC=4)CC3)=C(F)C=2)=O)C=CC=1)(C)(C)C, predict the reaction product. The product is: [C:1]([C:5]1[CH:6]=[C:7]([NH:11][C:12]([C:13]2[CH:18]=[CH:17][C:16]([N:19]3[CH2:24][CH2:23][N:22]([C:27]4[CH:32]=[CH:31][C:30]([CH2:33][C:34]([OH:36])=[O:35])=[CH:29][CH:28]=4)[CH2:21][CH2:20]3)=[N:15][CH:14]=2)=[O:25])[CH:8]=[CH:9][CH:10]=1)([CH3:4])([CH3:2])[CH3:3].